This data is from Peptide-MHC class II binding affinity with 134,281 pairs from IEDB. The task is: Regression. Given a peptide amino acid sequence and an MHC pseudo amino acid sequence, predict their binding affinity value. This is MHC class II binding data. (1) The peptide sequence is LVLDFCDDALIEGIT. The binding affinity (normalized) is 0.588. The MHC is HLA-DPA10301-DPB10402 with pseudo-sequence HLA-DPA10301-DPB10402. (2) The peptide sequence is LPADLMIRIIAQGPK. The MHC is HLA-DPA10103-DPB10201 with pseudo-sequence HLA-DPA10103-DPB10201. The binding affinity (normalized) is 0.150.